Dataset: Full USPTO retrosynthesis dataset with 1.9M reactions from patents (1976-2016). Task: Predict the reactants needed to synthesize the given product. (1) Given the product [CH2:1]([O:3][C:4]([C:6]1[C:10]2[CH2:11][N:12]([C:15](=[O:17])[CH3:16])[CH2:13][CH2:14][C:9]=2[O:8][N:7]=1)=[O:5])[CH3:2], predict the reactants needed to synthesize it. The reactants are: [CH2:1]([O:3][C:4]([C:6]1[CH:10]2[CH2:11][N:12]([C:15](=[O:17])[CH3:16])[CH2:13][CH2:14][C:9]2(N2CCCC2)[O:8][N:7]=1)=[O:5])[CH3:2].C(#N)C.ClCCl.FC(F)(F)C(O)=O. (2) The reactants are: [Br:1][C:2]1[CH:3]=[C:4]([N:8]2[C:12]3[N:13]=[CH:14][N:15]=[C:16](Cl)[C:11]=3[CH:10]=[CH:9]2)[CH:5]=[CH:6][CH:7]=1.N12CCN(CC1)CC2.C(=O)([O-])[O-:27].[K+].[K+].O1CCOCC1. Given the product [Br:1][C:2]1[CH:3]=[C:4]([N:8]2[C:12]3[N:13]=[CH:14][NH:15][C:16](=[O:27])[C:11]=3[CH:10]=[CH:9]2)[CH:5]=[CH:6][CH:7]=1, predict the reactants needed to synthesize it. (3) Given the product [NH3:9].[OH:48][C@@H:47]1[C@H:43]([OH:42])[C@@H:44]([CH2:56][OH:57])[O:45][C@H:46]1[N:14]1[CH:13]=[N:12][C:11]2[C:15]1=[N:16][C:17]([CH2:19][NH:20][C:21](=[O:32])[N:22]([CH3:31])[CH2:23][CH2:24][C:25]1[CH:30]=[CH:29][CH:28]=[CH:27][N:26]=1)=[N:18][C:10]=2[NH:9][CH2:8][CH:7]([C:1]1[CH:2]=[CH:3][CH:4]=[CH:5][CH:6]=1)[C:33]1[CH:34]=[CH:35][CH:36]=[CH:37][CH:38]=1, predict the reactants needed to synthesize it. The reactants are: [C:1]1([CH:7]([C:33]2[CH:38]=[CH:37][CH:36]=[CH:35][CH:34]=2)[CH2:8][NH:9][C:10]2[N:18]=[C:17]([CH2:19][NH:20][C:21](=[O:32])[N:22]([CH3:31])[CH2:23][CH2:24][C:25]3[CH:30]=[CH:29][CH:28]=[CH:27][N:26]=3)[N:16]=[C:15]3[C:11]=2[N:12]=[CH:13][NH:14]3)[CH:6]=[CH:5][CH:4]=[CH:3][CH:2]=1.C([O:42][C@H:43]1[C@@H:47]([O:48]C(=O)C)[C@H:46](OC(=O)C)[O:45][C@@H:44]1[CH2:56][O:57]C(=O)C)(=O)C.C[Si](OS(C(F)(F)F)(=O)=O)(C)C.C(OCC)(=O)C. (4) Given the product [CH2:42]([O:49][N:50]1[C:56](=[O:57])[N:55]2[CH2:58][C@H:51]1[CH2:52][CH2:53][C@H:54]2[C:59]([NH:26][NH:25][C:27]([CH:29]1[CH2:34][CH2:33][N:32]([C:35]([O:37][C:38]([CH3:41])([CH3:40])[CH3:39])=[O:36])[CH2:31][CH2:30]1)=[O:28])=[O:60])[C:43]1[CH:44]=[CH:45][CH:46]=[CH:47][CH:48]=1, predict the reactants needed to synthesize it. The reactants are: CN(C(ON1N=NC2C=CC=NC1=2)=[N+](C)C)C.F[P-](F)(F)(F)(F)F.[NH:25]([C:27]([CH:29]1[CH2:34][CH2:33][N:32]([C:35]([O:37][C:38]([CH3:41])([CH3:40])[CH3:39])=[O:36])[CH2:31][CH2:30]1)=[O:28])[NH2:26].[CH2:42]([O:49][N:50]1[C:56](=[O:57])[N:55]2[CH2:58][C@H:51]1[CH2:52][CH2:53][C@H:54]2[C:59](O)=[O:60])[C:43]1[CH:48]=[CH:47][CH:46]=[CH:45][CH:44]=1.CCN(C(C)C)C(C)C. (5) Given the product [Cl:1][C:2]1[CH:10]=[CH:9][C:5]([C:6]([O:8][CH:13]([CH2:14][CH:15]=[CH2:16])[CH3:12])=[O:7])=[C:4]([O:11][C@H:23]([CH2:18][CH:19]=[CH2:20])[CH3:22])[CH:3]=1, predict the reactants needed to synthesize it. The reactants are: [Cl:1][C:2]1[CH:10]=[CH:9][C:5]([C:6]([OH:8])=[O:7])=[C:4]([OH:11])[CH:3]=1.[CH3:12][C@@H:13](O)[CH2:14][CH:15]=[CH2:16].[C:18]1(P([C:18]2[CH:23]=[CH:22]C=[CH:20][CH:19]=2)[C:18]2[CH:23]=[CH:22]C=[CH:20][CH:19]=2)[CH:23]=[CH:22]C=[CH:20][CH:19]=1.CC(OC(/N=N/C(OC(C)C)=O)=O)C. (6) The reactants are: [C:1]([C:3]1[CH:4]=[C:5]([C:10]2[N:14]=[C:13]([C:15]3[CH:20]=[CH:19][CH:18]=[CH:17][N:16]=3)[O:12][N:11]=2)[CH:6]=[C:7](F)[CH:8]=1)#[N:2].C(=O)([O-])[O-].[K+].[K+].[NH:27]1[CH:31]=[CH:30][N:29]=[CH:28]1.CN(C)C=O. Given the product [C:1]([C:3]1[CH:4]=[C:5]([C:10]2[N:14]=[C:13]([C:15]3[CH:20]=[CH:19][CH:18]=[CH:17][N:16]=3)[O:12][N:11]=2)[CH:6]=[C:7]([N:27]2[CH:31]=[CH:30][N:29]=[CH:28]2)[CH:8]=1)#[N:2], predict the reactants needed to synthesize it. (7) Given the product [CH2:6]([O:5][C:3]([C:2]1[S:1][C:9]([C:19]([F:20])([F:22])[F:21])=[C:10]([C:13]2[CH:18]=[CH:17][CH:16]=[CH:15][CH:14]=2)[CH:11]=1)=[O:4])[CH3:7], predict the reactants needed to synthesize it. The reactants are: [SH:1][CH2:2][C:3]([O:5][CH2:6][CH3:7])=[O:4].Cl[C:9]([C:19]([F:22])([F:21])[F:20])=[C:10]([C:13]1[CH:18]=[CH:17][CH:16]=[CH:15][CH:14]=1)[CH:11]=O. (8) Given the product [Cl:1][C:2]1[CH:3]=[C:4]([C@@H:8]2[C@@H:13]([C:14]3[CH:19]=[CH:18][C:17]([Cl:20])=[CH:16][CH:15]=3)[NH:12][C:11](=[O:21])[C@:10]([CH2:23][CH:24]3[CH2:25][O:26][C:30]([CH3:32])([CH3:31])[O:27]3)([CH3:22])[CH2:9]2)[CH:5]=[CH:6][CH:7]=1, predict the reactants needed to synthesize it. The reactants are: [Cl:1][C:2]1[CH:3]=[C:4]([C@@H:8]2[C@@H:13]([C:14]3[CH:19]=[CH:18][C:17]([Cl:20])=[CH:16][CH:15]=3)[NH:12][C:11](=[O:21])[C@:10]([CH2:23][CH:24]([OH:27])[CH2:25][OH:26])([CH3:22])[CH2:9]2)[CH:5]=[CH:6][CH:7]=1.CO[C:30](OC)([CH3:32])[CH3:31].CC1(C)C2(CS(O)(=O)=O)C(CC1CC2)=O. (9) Given the product [CH2:33]([O:32][CH:5]([CH2:6][C:7]1[CH:12]=[CH:11][C:10]([O:13][CH2:14][C:15]2[N:16]=[C:17]([C:21]3[CH:26]=[CH:25][CH:24]=[C:23]([C:27]([F:28])([F:29])[F:30])[CH:22]=3)[O:18][C:19]=2[CH3:20])=[CH:9][C:8]=1[CH3:31])[C:4]([OH:35])=[O:3])[CH3:34], predict the reactants needed to synthesize it. The reactants are: C([O:3][C:4](=[O:35])[CH:5]([O:32][CH2:33][CH3:34])[CH2:6][C:7]1[CH:12]=[CH:11][C:10]([O:13][CH2:14][C:15]2[N:16]=[C:17]([C:21]3[CH:26]=[CH:25][CH:24]=[C:23]([C:27]([F:30])([F:29])[F:28])[CH:22]=3)[O:18][C:19]=2[CH3:20])=[CH:9][C:8]=1[CH3:31])C.[Li+].[OH-]. (10) Given the product [ClH:28].[F:11][CH2:10][C@@H:9]([NH2:8])[C:12]([CH3:15])([CH3:14])[CH3:13], predict the reactants needed to synthesize it. The reactants are: C([NH:8][C@@H:9]([C:12]([CH3:15])([CH3:14])[CH3:13])[CH2:10][F:11])C1C=CC=CC=1.OCC1(OC[C@@H](O)[C@@H](O)[C@H]1O)O.[ClH:28].C(O)C.